From a dataset of Full USPTO retrosynthesis dataset with 1.9M reactions from patents (1976-2016). Predict the reactants needed to synthesize the given product. (1) Given the product [CH:18]1([C:9]2[N:5]3[CH:6]=[CH:7][N:8]=[C:3]([NH2:1])[C:4]3=[C:11]([C:12]3[CH:17]=[CH:16][CH:15]=[CH:14][CH:13]=3)[N:10]=2)[CH2:21][CH2:20][CH2:19]1, predict the reactants needed to synthesize it. The reactants are: [NH3:1].Cl[C:3]1[C:4]2[N:5]([C:9]([CH:18]3[CH2:21][CH2:20][CH2:19]3)=[N:10][C:11]=2[C:12]2[CH:17]=[CH:16][CH:15]=[CH:14][CH:13]=2)[CH:6]=[CH:7][N:8]=1. (2) Given the product [OH:1][CH2:2][CH2:3][CH2:4][CH2:5][NH:6][S:7]([C:10]1[CH:15]=[CH:14][C:13]([C:23]2[CH:24]=[CH:25][C:20]([C:19]([F:30])([F:29])[F:18])=[CH:21][CH:22]=2)=[C:12]([F:17])[CH:11]=1)(=[O:9])=[O:8], predict the reactants needed to synthesize it. The reactants are: [OH:1][CH2:2][CH2:3][CH2:4][CH2:5][NH:6][S:7]([C:10]1[CH:15]=[CH:14][C:13](Br)=[C:12]([F:17])[CH:11]=1)(=[O:9])=[O:8].[F:18][C:19]([F:30])([F:29])[C:20]1[CH:25]=[CH:24][C:23](B(O)O)=[CH:22][CH:21]=1. (3) Given the product [OH:27][CH:24]([C:2]1[CH:11]=[CH:10][CH:9]=[C:8]2[C:3]=1[CH2:4][CH2:5][N:6]1[C:16](=[O:17])[CH2:15][NH:14][C:13](=[O:18])[CH:12]=[C:7]12)[CH2:25][CH3:26], predict the reactants needed to synthesize it. The reactants are: I[C:2]1[CH:11]=[CH:10][CH:9]=[C:8]2[C:3]=1[CH2:4][CH2:5][N:6]1[C:16](=[O:17])[CH2:15][NH:14][C:13](=[O:18])[CH:12]=[C:7]12.C([Mg]Cl)(C)C.[CH:24](=[O:27])[CH2:25][CH3:26].[NH4+].[Cl-]. (4) Given the product [C:1]([O:4][C@@:5]1([C:30]([CH3:33])([CH3:32])[CH3:31])[CH:18]=[CH:17][C@@H:16]2[C@@:7]34[CH2:22][CH2:21][N:19]([CH3:20])[C@@H:15]2[CH2:14][C:13]2[C:8]3=[C:9]([O:29][C@@H:6]14)[C:10]([F:49])([O:23][O:24][SiH:25]([CH3:27])[CH3:26])[CH2:11][CH:12]=2)(=[O:3])[NH2:2], predict the reactants needed to synthesize it. The reactants are: [C:1]([O:4][C@@:5]1([C:30]([CH3:33])([CH3:32])[CH3:31])[CH:18]=[CH:17][C@@H:16]2[C@@:7]34[CH2:22][CH2:21][N:19]([CH3:20])[C@@H:15]2[CH2:14][C:13]2[C:8]3=[C:9]([O:29][C@@H:6]14)[C:10](Br)([O:23][O:24][SiH:25]([CH3:27])[CH3:26])[CH2:11][CH:12]=2)(=[O:3])[NH2:2].[Li]CCCC.C1C=CC(S(N(S(C2C=CC=CC=2)(=O)=O)[F:49])(=O)=O)=CC=1. (5) Given the product [OH:8][NH:9][C:10]([CH2:12][CH2:13][C:14]1[CH:15]=[CH:16][C:17]([O:18][C:19]2[CH:20]=[CH:21][C:22]([CH2:25][CH:26]([NH:32][S:33]([C:36]3[CH:37]=[CH:38][C:39]([CH3:42])=[CH:40][CH:41]=3)(=[O:35])=[O:34])[C:27]([N:29]([CH3:31])[CH3:30])=[O:28])=[CH:23][CH:24]=2)=[CH:43][CH:44]=1)=[O:11], predict the reactants needed to synthesize it. The reactants are: C([O:8][NH:9][C:10]([CH2:12][CH2:13][C:14]1[CH:44]=[CH:43][C:17]([O:18][C:19]2[CH:24]=[CH:23][C:22]([CH2:25][CH:26]([NH:32][S:33]([C:36]3[CH:41]=[CH:40][C:39]([CH3:42])=[CH:38][CH:37]=3)(=[O:35])=[O:34])[C:27]([N:29]([CH3:31])[CH3:30])=[O:28])=[CH:21][CH:20]=2)=[CH:16][CH:15]=1)=[O:11])C1C=CC=CC=1.[H][H]. (6) Given the product [NH2:29][C:26]1[O:27][CH2:28][C@:22]2([N:25]=1)[C:23]1[CH:24]=[C:11]([NH:10][C:8]([C:5]3[CH:4]=[CH:3][C:2]([Cl:1])=[CH:7][N:6]=3)=[O:9])[CH:12]=[CH:13][C:14]=1[O:15][C:16]1[C:21]2=[CH:20][C:19]([O:36][CH3:37])=[CH:18][CH:17]=1, predict the reactants needed to synthesize it. The reactants are: [Cl:1][C:2]1[CH:3]=[CH:4][C:5]([C:8]([NH:10][C:11]2[CH:24]=[C:23]3[C:14]([O:15][C:16]4[CH:17]=[CH:18][C:19]([O:36][CH3:37])=[CH:20][C:21]=4[C@@:22]43[CH2:28][O:27][C:26]([NH:29]C(=O)C(F)(F)F)=[N:25]4)=[CH:13][CH:12]=2)=[O:9])=[N:6][CH:7]=1.C(=O)([O-])[O-].[K+].[K+]. (7) Given the product [C:15]([O:14][C:12]([NH:1][CH:2]([CH2:6][CH2:7][CH2:8][CH2:9][CH2:10][CH3:11])[C:3]([OH:5])=[O:4])=[O:13])([CH3:18])([CH3:17])[CH3:16], predict the reactants needed to synthesize it. The reactants are: [NH2:1][CH:2]([CH2:6][CH2:7][CH2:8][CH2:9][CH2:10][CH3:11])[C:3]([OH:5])=[O:4].[C:12](O[C:12]([O:14][C:15]([CH3:18])([CH3:17])[CH3:16])=[O:13])([O:14][C:15]([CH3:18])([CH3:17])[CH3:16])=[O:13].CS(C)=O.